From a dataset of TCR-epitope binding with 47,182 pairs between 192 epitopes and 23,139 TCRs. Binary Classification. Given a T-cell receptor sequence (or CDR3 region) and an epitope sequence, predict whether binding occurs between them. (1) The TCR CDR3 sequence is CASSLGFSDSPLHF. Result: 1 (the TCR binds to the epitope). The epitope is FPPTSFGPL. (2) The epitope is SEVGPEHSLAEY. The TCR CDR3 sequence is CASSQTSGTSYEQYV. Result: 1 (the TCR binds to the epitope). (3) The TCR CDR3 sequence is CASSLWGNAEAFF. Result: 1 (the TCR binds to the epitope). The epitope is KLWAQCVQL.